This data is from Forward reaction prediction with 1.9M reactions from USPTO patents (1976-2016). The task is: Predict the product of the given reaction. Given the reactants [Cl:1][CH2:2][C:3]1[CH:8]=[N:7][C:6]2[N:9]([CH2:12][CH3:13])[N:10]=[CH:11][C:5]=2[C:4]=1[NH:14][CH:15]1[CH2:20][CH2:19][O:18][CH2:17][CH2:16]1.[CH2:21]([N:23]1[C:27]2=[N:28][C:29](C)=[C:30]([CH2:39][OH:40])[C:31](NC3CCOCC3)=[C:26]2[CH:25]=[N:24]1)C.Cl[CH2:43]C1C=C2C=NNC2=NC=1, predict the reaction product. The product is: [Cl:1][CH2:2][C:3]1[C:8]([CH3:21])=[N:7][C:6]2[N:9]([CH2:12][CH3:13])[N:10]=[CH:11][C:5]=2[C:4]=1[NH:14][CH:15]1[CH2:20][CH2:19][O:18][CH2:17][CH2:16]1.[CH3:43][O:40][CH2:39][C:30]1[CH:31]=[C:26]2[CH:25]=[N:24][NH:23][C:27]2=[N:28][CH:29]=1.